From a dataset of Forward reaction prediction with 1.9M reactions from USPTO patents (1976-2016). Predict the product of the given reaction. (1) Given the reactants [CH3:1][N:2]1[CH2:7][CH2:6][NH:5][CH2:4][CH2:3]1.C1C=CC(P(C2C(C3C(P(C4C=CC=CC=4)C4C=CC=CC=4)=CC=C4C=3C=CC=C4)=C3C(C=CC=C3)=CC=2)C2C=CC=CC=2)=CC=1.C(=O)([O-])[O-].[Cs+].[Cs+].Br[C:61]1[CH:70]=[CH:69][C:64]([C:65]([O:67][CH3:68])=[O:66])=[CH:63][C:62]=1[F:71], predict the reaction product. The product is: [F:71][C:62]1[CH:63]=[C:64]([CH:69]=[CH:70][C:61]=1[N:5]1[CH2:6][CH2:7][N:2]([CH3:1])[CH2:3][CH2:4]1)[C:65]([O:67][CH3:68])=[O:66]. (2) Given the reactants C[O:2][C:3](=[O:33])[CH2:4][C@H:5]1[C:9]2[CH:10]=[CH:11][C:12]([O:14][C@H:15]3[C:23]4[C:18](=[C:19](B5OC(C)(C)C(C)(C)O5)[CH:20]=[CH:21][CH:22]=4)[CH2:17][CH2:16]3)=[CH:13][C:8]=2[O:7][CH2:6]1.Br[C:35]1[C:36]([C:41]([F:44])([F:43])[F:42])=[N:37][CH:38]=[CH:39][CH:40]=1, predict the reaction product. The product is: [F:42][C:41]([F:44])([F:43])[C:36]1[C:35]([C:19]2[CH:20]=[CH:21][CH:22]=[C:23]3[C:18]=2[CH2:17][CH2:16][C@H:15]3[O:14][C:12]2[CH:11]=[CH:10][C:9]3[C@H:5]([CH2:4][C:3]([OH:2])=[O:33])[CH2:6][O:7][C:8]=3[CH:13]=2)=[CH:40][CH:39]=[CH:38][N:37]=1. (3) The product is: [CH3:17][N:18]([CH3:19])[CH2:20][CH2:21][NH:22][C:2]1[N:7]=[C:6]([C:8]2[CH:16]=[CH:15][C:11]([C:12]([OH:14])=[O:13])=[CH:10][CH:9]=2)[CH:5]=[CH:4][N:3]=1. Given the reactants Cl[C:2]1[N:7]=[C:6]([C:8]2[CH:16]=[CH:15][C:11]([C:12]([OH:14])=[O:13])=[CH:10][CH:9]=2)[CH:5]=[CH:4][N:3]=1.[CH3:17][N:18]([CH2:20][CH2:21][NH2:22])[CH3:19], predict the reaction product. (4) Given the reactants [CH2:1]([N:5]1[C:13](=[O:14])[C:12]2[C:7](=[CH:8][CH:9]=[CH:10][CH:11]=2)[C:6]1=[O:15])[CH2:2][CH:3]=[CH2:4].B1C2CCCC1CCC2.C([O-])([O-])=O.[K+].[K+].Br[C:32]1[CH:33]=[CH:34][C:35]([CH2:38][CH2:39][CH2:40][N:41]2[C:49](=[O:50])[C:48]3[C:43](=[CH:44][CH:45]=[CH:46][CH:47]=3)[C:42]2=[O:51])=[N:36][CH:37]=1, predict the reaction product. The product is: [O:15]=[C:6]1[C:7]2[C:12](=[CH:11][CH:10]=[CH:9][CH:8]=2)[C:13](=[O:14])[N:5]1[CH2:1][CH2:2][CH2:3][CH2:4][C:32]1[CH:33]=[CH:34][C:35]([CH2:38][CH2:39][CH2:40][N:41]2[C:42](=[O:51])[C:43]3[C:48](=[CH:47][CH:46]=[CH:45][CH:44]=3)[C:49]2=[O:50])=[N:36][CH:37]=1. (5) Given the reactants [Cl-].C[Al+]C.[CH2:5]([NH:7][CH2:8][CH3:9])[CH3:6].[NH2:10][C:11]1[N:16]=[C:15]([CH2:17][C:18]([O:20]CC)=O)[CH:14]=[CH:13][CH:12]=1.C(C(C(C([O-])=O)O)O)([O-])=O.[Na+].[K+].[Cl-].[Na+], predict the reaction product. The product is: [NH2:10][C:11]1[N:16]=[C:15]([CH2:17][C:18]([N:7]([CH2:8][CH3:9])[CH2:5][CH3:6])=[O:20])[CH:14]=[CH:13][CH:12]=1.